From a dataset of Reaction yield outcomes from USPTO patents with 853,638 reactions. Predict the reaction yield, written as a fraction of the theoretical maximum amount of product (1.0 means a 100% yield; for example, 0.34 means a 34% yield). (1) The reactants are Br[C:2]1[CH:3]=[C:4]([NH:10][C:11]2[CH:16]=[CH:15][C:14]([N:17]3[CH2:22][CH2:21][N:20]([CH:23]4[CH2:26][O:25][CH2:24]4)[CH2:19][C@@H:18]3[CH2:27][CH3:28])=[CH:13][N:12]=2)[C:5](=[O:9])[N:6]([CH3:8])[CH:7]=1.[C:29]([O:32][CH2:33][C:34]1[C:39](B2OC(C)(C)C(C)(C)O2)=[CH:38][C:37]([F:49])=[CH:36][C:35]=1[N:50]1[CH2:62][CH2:61][N:53]2[C:54]3[CH2:55][CH2:56][CH2:57][CH2:58][C:59]=3[CH:60]=[C:52]2[C:51]1=[O:63])(=[O:31])[CH3:30].CC([O-])=O.[Na+].[O-]P([O-])([O-])=O.[K+].[K+].[K+]. The catalyst is C1C=CC(P(C2C=CC=CC=2)[C-]2C=CC=C2)=CC=1.C1C=CC(P(C2C=CC=CC=2)[C-]2C=CC=C2)=CC=1.Cl[Pd]Cl.[Fe+2].C(#N)C. The product is [C:29]([O:32][CH2:33][C:34]1[C:35]([N:50]2[CH2:62][CH2:61][N:53]3[C:54]4[CH2:55][CH2:56][CH2:57][CH2:58][C:59]=4[CH:60]=[C:52]3[C:51]2=[O:63])=[CH:36][C:37]([F:49])=[CH:38][C:39]=1[C:2]1[CH:3]=[C:4]([NH:10][C:11]2[CH:16]=[CH:15][C:14]([N:17]3[CH2:22][CH2:21][N:20]([CH:23]4[CH2:26][O:25][CH2:24]4)[CH2:19][C@@H:18]3[CH2:27][CH3:28])=[CH:13][N:12]=2)[C:5](=[O:9])[N:6]([CH3:8])[CH:7]=1)(=[O:31])[CH3:30]. The yield is 0.870. (2) The reactants are [NH2:1][C:2]1[C:7]([N+:8]([O-:10])=[O:9])=[CH:6][CH:5]=[CH:4][C:3]=1O.[C:12](=O)([O-])[O-:13].[Cs+].[Cs+].CI. The catalyst is C1COCC1. The product is [NH2:1][C:2]1[C:7]([N+:8]([O-:10])=[O:9])=[CH:6][CH:5]=[C:4]([O:13][CH3:12])[CH:3]=1. The yield is 0.500. (3) The yield is 0.110. The catalyst is CN(C1C=CN=CC=1)C.CN(C=O)C.O. The product is [Cl:2][C:3]1[C:12]([OH:13])=[C:11]([OH:14])[C:10]([Cl:15])=[C:9]2[C:4]=1[CH2:5][CH2:6][N:7]([C:25](=[O:26])/[CH:24]=[CH:23]/[C:22]1[C:17]([CH3:16])=[N:18][C:19]([C:28]([F:29])([F:30])[F:31])=[CH:20][CH:21]=1)[CH2:8]2. The reactants are Br.[Cl:2][C:3]1[C:12]([OH:13])=[C:11]([OH:14])[C:10]([Cl:15])=[C:9]2[C:4]=1[CH2:5][CH2:6][NH:7][CH2:8]2.[CH3:16][C:17]1[C:22](/[CH:23]=[CH:24]/[C:25](O)=[O:26])=[CH:21][CH:20]=[C:19]([C:28]([F:31])([F:30])[F:29])[N:18]=1.CCN=C=NCCCN(C)C.Cl.C1C=CC2N(O)N=NC=2C=1.C([O-])([O-])=O.[Cs+].[Cs+]. (4) The reactants are [CH:1]([C:4]1[CH:9]=[CH:8][CH:7]=[CH:6][C:5]=1[SH:10])(C)C.[H-].[Na+].[Cl:13][C:14]1[CH:19]=[C:18]([N+]([O-])=O)[CH:17]=[CH:16][N:15]=1. No catalyst specified. The product is [Cl:13][C:14]1[CH:19]=[C:18]([S:10][C:5]2[CH:6]=[CH:7][CH:8]=[CH:9][C:4]=2[CH3:1])[CH:17]=[CH:16][N:15]=1. The yield is 0.910. (5) The yield is 0.550. The catalyst is CS(C)=O.C(OCC)(=O)C.[Cu]I. The reactants are [CH3:1][C:2]1[C:3]([C:7]([O:9][CH2:10][CH3:11])=[O:8])=[N:4][NH:5][CH:6]=1.I[C:13]1[CH:18]=[CH:17][C:16]([C:19]([F:22])([F:21])[F:20])=[CH:15][CH:14]=1.N1CCC[C@H]1C(O)=O.C(=O)([O-])[O-].[K+].[K+]. The product is [CH3:1][C:2]1[C:3]([C:7]([O:9][CH2:10][CH3:11])=[O:8])=[N:4][N:5]([C:13]2[CH:18]=[CH:17][C:16]([C:19]([F:22])([F:21])[F:20])=[CH:15][CH:14]=2)[CH:6]=1. (6) The reactants are [F:1][C:2]([F:13])([C:6]1[CH:11]=[CH:10][C:9]([F:12])=[CH:8][N:7]=1)[C:3](O)=O.[NH2:14][C:15]1[C:23]([C:24]([F:27])([F:26])[F:25])=[CH:22][CH:21]=[CH:20][C:16]=1[C:17](O)=[O:18].P(OC1C=CC=CC=1)(OC1C=CC=CC=1)OC1C=CC=CC=1.Cl.[NH2:51]CCC(OCC)=O. The catalyst is N1C=CC=CC=1. The product is [F:1][C:2]([F:13])([C:6]1[CH:11]=[CH:10][C:9]([F:12])=[CH:8][N:7]=1)[C:3]1[N:51]=[C:17]([OH:18])[C:16]2[C:15](=[C:23]([C:24]([F:27])([F:26])[F:25])[CH:22]=[CH:21][CH:20]=2)[N:14]=1. The yield is 0.430. (7) The reactants are F[C:2]1[CH:9]=[CH:8][C:5]([CH:6]=[O:7])=[CH:4][CH:3]=1.[CH3:10][N:11]1[CH2:16][CH2:15][NH:14][CH2:13][CH2:12]1.C(=O)([O-])[O-].[Na+].[Na+]. The catalyst is O. The product is [CH:6]([C:5]1[CH:8]=[CH:9][C:2]([N:14]2[CH2:15][CH2:16][N:11]([CH3:10])[CH2:12][CH2:13]2)=[CH:3][CH:4]=1)=[O:7]. The yield is 0.910. (8) The reactants are [F:1][C:2]([F:11])([F:10])[C:3]1[C:4](=O)[NH:5][N:6]=[CH:7][CH:8]=1.P(Cl)(Cl)([Cl:14])=O. No catalyst specified. The product is [Cl:14][C:4]1[N:5]=[N:6][CH:7]=[CH:8][C:3]=1[C:2]([F:11])([F:10])[F:1]. The yield is 0.470.